Dataset: Reaction yield outcomes from USPTO patents with 853,638 reactions. Task: Predict the reaction yield, written as a fraction of the theoretical maximum amount of product (1.0 means a 100% yield; for example, 0.34 means a 34% yield). The reactants are [Br:1][C:2]1[CH:7]=[CH:6][C:5]([CH2:8]Br)=[C:4]([Cl:10])[CH:3]=1.[C-:11]#[N:12].[K+]. The catalyst is [Br-].C([N+](CCCC)(CCCC)CCCC)CCC.C(Cl)Cl.O.O. The product is [Br:1][C:2]1[CH:7]=[CH:6][C:5]([CH2:8][C:11]#[N:12])=[C:4]([Cl:10])[CH:3]=1. The yield is 1.00.